Task: Regression. Given two drug SMILES strings and cell line genomic features, predict the synergy score measuring deviation from expected non-interaction effect.. Dataset: NCI-60 drug combinations with 297,098 pairs across 59 cell lines (1) Cell line: HCT116. Synergy scores: CSS=25.0, Synergy_ZIP=0.339, Synergy_Bliss=0.844, Synergy_Loewe=-41.6, Synergy_HSA=-2.87. Drug 2: C(CC(=O)O)C(=O)CN.Cl. Drug 1: C1C(C(OC1N2C=NC3=C(N=C(N=C32)Cl)N)CO)O. (2) Drug 1: CC1=C(C=C(C=C1)NC(=O)C2=CC=C(C=C2)CN3CCN(CC3)C)NC4=NC=CC(=N4)C5=CN=CC=C5. Drug 2: CC1=C2C(C(=O)C3(C(CC4C(C3C(C(C2(C)C)(CC1OC(=O)C(C(C5=CC=CC=C5)NC(=O)OC(C)(C)C)O)O)OC(=O)C6=CC=CC=C6)(CO4)OC(=O)C)O)C)O. Cell line: COLO 205. Synergy scores: CSS=37.1, Synergy_ZIP=15.3, Synergy_Bliss=15.7, Synergy_Loewe=15.6, Synergy_HSA=16.6. (3) Drug 1: CC1=CC2C(CCC3(C2CCC3(C(=O)C)OC(=O)C)C)C4(C1=CC(=O)CC4)C. Drug 2: CCCS(=O)(=O)NC1=C(C(=C(C=C1)F)C(=O)C2=CNC3=C2C=C(C=N3)C4=CC=C(C=C4)Cl)F. Cell line: NCI-H226. Synergy scores: CSS=0.797, Synergy_ZIP=2.79, Synergy_Bliss=6.56, Synergy_Loewe=-2.97, Synergy_HSA=0.580. (4) Synergy scores: CSS=19.6, Synergy_ZIP=17.1, Synergy_Bliss=19.6, Synergy_Loewe=7.80, Synergy_HSA=17.6. Drug 1: CCCS(=O)(=O)NC1=C(C(=C(C=C1)F)C(=O)C2=CNC3=C2C=C(C=N3)C4=CC=C(C=C4)Cl)F. Drug 2: C1=CC=C(C=C1)NC(=O)CCCCCCC(=O)NO. Cell line: MDA-MB-231. (5) Drug 1: C1CC(=O)NC(=O)C1N2CC3=C(C2=O)C=CC=C3N. Drug 2: C1=CC(=CC=C1CCCC(=O)O)N(CCCl)CCCl. Cell line: CAKI-1. Synergy scores: CSS=44.2, Synergy_ZIP=-0.713, Synergy_Bliss=-1.36, Synergy_Loewe=2.65, Synergy_HSA=1.15.